Dataset: Retrosynthesis with 50K atom-mapped reactions and 10 reaction types from USPTO. Task: Predict the reactants needed to synthesize the given product. (1) Given the product CCCCOc1nc(NCc2ccccc2)c2ncn(C3CCCCO3)c2n1, predict the reactants needed to synthesize it. The reactants are: CCCC[O-].Clc1nc(NCc2ccccc2)c2ncn(C3CCCCO3)c2n1. (2) Given the product CCN(C)CC1(C(=O)OC)CN(c2c(C)cccc2C)C(=O)C1C, predict the reactants needed to synthesize it. The reactants are: CCNC.COC(=O)C1(CI)CN(c2c(C)cccc2C)C(=O)C1C.